From a dataset of Forward reaction prediction with 1.9M reactions from USPTO patents (1976-2016). Predict the product of the given reaction. (1) Given the reactants [CH2:1]([NH:3][CH3:4])[CH3:2].Cl[S:6]([C:9]1[CH:14]=[CH:13][C:12]([CH2:15][C:16]([OH:18])=[O:17])=[CH:11][CH:10]=1)(=[O:8])=[O:7], predict the reaction product. The product is: [CH2:1]([N:3]([CH3:4])[S:6]([C:9]1[CH:10]=[CH:11][C:12]([CH2:15][C:16]([OH:18])=[O:17])=[CH:13][CH:14]=1)(=[O:8])=[O:7])[CH3:2]. (2) Given the reactants [CH3:1][C:2]1[NH:6][N:5]=[C:4]([NH2:7])[CH:3]=1.[O:8]1[C:12]2[CH:13]=[CH:14][CH:15]=[CH:16][C:11]=2[CH:10]=[C:9]1[C:17]1[N:22]=[C:21](Cl)[CH:20]=[C:19]([Cl:24])[N:18]=1.C(N(C(C)C)CC)(C)C.[I-].[Na+], predict the reaction product. The product is: [O:8]1[C:12]2[CH:13]=[CH:14][CH:15]=[CH:16][C:11]=2[CH:10]=[C:9]1[C:17]1[N:22]=[C:21]([NH:7][C:4]2[CH:3]=[C:2]([CH3:1])[NH:6][N:5]=2)[CH:20]=[C:19]([Cl:24])[N:18]=1. (3) Given the reactants [CH2:1]([CH2:4][NH:5][CH2:6][CH2:7][S:8][P:9]([OH:12])([OH:11])=[O:10])[CH2:2][NH2:3], predict the reaction product. The product is: [CH2:1]([CH2:4][NH:5][CH2:6][CH2:7][S:8][P:9]([OH:12])([OH:11])=[O:10])[CH2:2][NH2:3].[OH2:10].[OH2:10].[OH2:10].